Dataset: NCI-60 drug combinations with 297,098 pairs across 59 cell lines. Task: Regression. Given two drug SMILES strings and cell line genomic features, predict the synergy score measuring deviation from expected non-interaction effect. (1) Drug 1: CC12CCC3C(C1CCC2NC(=O)OCC(F)(F)F)CCC4C3(C=CC(=O)N4C)C. Drug 2: CCC1=CC2CC(C3=C(CN(C2)C1)C4=CC=CC=C4N3)(C5=C(C=C6C(=C5)C78CCN9C7C(C=CC9)(C(C(C8N6C)(C(=O)OC)O)OC(=O)C)CC)OC)C(=O)OC. Cell line: OVCAR3. Synergy scores: CSS=46.5, Synergy_ZIP=1.99, Synergy_Bliss=-1.10, Synergy_Loewe=-14.3, Synergy_HSA=-2.60. (2) Drug 1: CC(C1=C(C=CC(=C1Cl)F)Cl)OC2=C(N=CC(=C2)C3=CN(N=C3)C4CCNCC4)N. Drug 2: COC1=NC(=NC2=C1N=CN2C3C(C(C(O3)CO)O)O)N. Cell line: PC-3. Synergy scores: CSS=3.57, Synergy_ZIP=-1.41, Synergy_Bliss=1.04, Synergy_Loewe=-8.23, Synergy_HSA=-0.134.